Dataset: Reaction yield outcomes from USPTO patents with 853,638 reactions. Task: Predict the reaction yield, written as a fraction of the theoretical maximum amount of product (1.0 means a 100% yield; for example, 0.34 means a 34% yield). (1) The reactants are [NH2:1][C:2]1[CH:3]=[C:4]([NH:8][C:9](=[O:11])[CH3:10])[CH:5]=[CH:6][CH:7]=1.C(OC([NH:19][C@H:20]1[CH2:25][CH2:24][C@H:23]([NH:26][C:27]2[CH:28]=[C:29]([N:39]([CH:49]3[CH2:51][CH2:50]3)CC3C=CC(OC)=CC=3)[C:30]3[N:31]([C:33]([C:36](O)=[O:37])=[CH:34][N:35]=3)[N:32]=2)[CH2:22][CH2:21]1)=O)(C)(C)C.CCN(C(C)C)C(C)C.F[P-](F)(F)(F)(F)F.N1(O[P+](N(C)C)(N(C)C)N(C)C)C2C=CC=CC=2N=N1.C(O)(C(F)(F)F)=O. The catalyst is CN(C=O)C. The product is [C:9]([NH:8][C:4]1[CH:3]=[C:2]([NH:1][C:36]([C:33]2[N:31]3[N:32]=[C:27]([NH:26][C@H:23]4[CH2:24][CH2:25][C@H:20]([NH2:19])[CH2:21][CH2:22]4)[CH:28]=[C:29]([NH:39][CH:49]4[CH2:51][CH2:50]4)[C:30]3=[N:35][CH:34]=2)=[O:37])[CH:7]=[CH:6][CH:5]=1)(=[O:11])[CH3:10]. The yield is 0.276. (2) The reactants are [CH2:1]([O:3][C:4]([C:6]1[N:7]([CH2:11][CH:12]=[CH2:13])[CH:8]=[CH:9][CH:10]=1)=[O:5])[CH3:2].CN(C=O)C.[F:19][C:20]([F:31])([F:30])[C:21](O[C:21](=[O:22])[C:20]([F:31])([F:30])[F:19])=[O:22]. The catalyst is O. The product is [CH2:1]([O:3][C:4]([C:6]1[N:7]([CH2:11][CH:12]=[CH2:13])[CH:8]=[C:9]([C:21](=[O:22])[C:20]([F:31])([F:30])[F:19])[CH:10]=1)=[O:5])[CH3:2]. The yield is 0.570. (3) The reactants are Cl[CH2:2][C:3]1[CH:8]=[CH:7][CH:6]=[C:5]([S:9][CH:10]([CH3:12])[CH3:11])[N:4]=1.C([O:15][C:16]([CH:18]1[CH2:20][CH:19]1[C:21]1[CH:26]=[CH:25][C:24]([OH:27])=[C:23]([Cl:28])[CH:22]=1)=[O:17])C. No catalyst specified. The product is [Cl:28][C:23]1[CH:22]=[C:21]([CH:19]2[CH2:20][CH:18]2[C:16]([OH:17])=[O:15])[CH:26]=[CH:25][C:24]=1[O:27][CH2:2][C:3]1[CH:8]=[CH:7][CH:6]=[C:5]([S:9][CH:10]([CH3:12])[CH3:11])[N:4]=1. The yield is 0.650. (4) The reactants are [NH2:1][C:2]1[CH:21]=[CH:20][C:19]([F:22])=[CH:18][C:3]=1[O:4][CH:5]1[CH2:10][CH2:9][N:8]([C:11]([O:13][C:14]([CH3:17])([CH3:16])[CH3:15])=[O:12])[CH2:7][CH2:6]1.Cl[C:24]1[C:25]2[C:32]([CH3:33])=[C:31]([C:34]([O:36][CH3:37])=[O:35])[S:30][C:26]=2[N:27]=[CH:28][N:29]=1.O.[OH-].[NH4+]. The catalyst is O1CCOCC1.O.C1(C)C=CC(S(O)(=O)=O)=CC=1. The product is [C:14]([O:13][C:11]([N:8]1[CH2:9][CH2:10][CH:5]([O:4][C:3]2[CH:18]=[C:19]([F:22])[CH:20]=[CH:21][C:2]=2[NH:1][C:24]2[C:25]3[C:32]([CH3:33])=[C:31]([C:34]([O:36][CH3:37])=[O:35])[S:30][C:26]=3[N:27]=[CH:28][N:29]=2)[CH2:6][CH2:7]1)=[O:12])([CH3:16])([CH3:17])[CH3:15]. The yield is 0.650. (5) The catalyst is ClCCl. The product is [CH2:1]([O:8][C:9](=[O:33])[C@@H:10]([NH:20][C:21](=[O:32])[C@@H:22]([NH:24][C:61](=[O:63])[CH2:60][N:53]1[C:54]2[CH:59]=[CH:58][CH:57]=[CH:56][C:55]=2[O:50][CH2:51][CH2:52]1)[CH3:23])[CH2:11][C:12]1[CH:13]=[CH:14][C:15]([O:18][CH3:19])=[CH:16][CH:17]=1)[C:2]1[CH:3]=[CH:4][CH:5]=[CH:6][CH:7]=1. The yield is 0.920. The reactants are [CH2:1]([O:8][C:9](=[O:33])[C@@H:10]([NH:20][C:21](=[O:32])[C@@H:22]([NH:24]C(OC(C)(C)C)=O)[CH3:23])[CH2:11][C:12]1[CH:17]=[CH:16][C:15]([O:18][CH3:19])=[CH:14][CH:13]=1)[C:2]1[CH:7]=[CH:6][CH:5]=[CH:4][CH:3]=1.FC(F)(F)C(O)=O.C(N(CC)C(C)C)(C)C.[O:50]1[C:55]2[CH:56]=[CH:57][CH:58]=[CH:59][C:54]=2[N:53]([CH2:60][C:61]([OH:63])=O)[CH2:52][CH2:51]1.CN(C(ON1N=NC2C=CC=NC1=2)=[N+](C)C)C.F[P-](F)(F)(F)(F)F. (6) The reactants are [NH2:1][C:2]1[CH:3]=[C:4]2[C:9](=[CH:10][C:11]=1[F:12])[N:8]([CH2:13][CH3:14])[C:7](=[O:15])[N:6]([CH2:16][CH3:17])[C:5]2=[O:18].[Cl:19][C:20]1[CH:21]=[C:22]([NH:28][C:29]([CH2:31][CH:32]([CH3:37])[CH2:33][C:34](O)=[O:35])=[O:30])[CH:23]=[CH:24][C:25]=1[C:26]#[N:27].CCN(C(C)C)C(C)C.C(P1(=O)OP(CCC)(=O)OP(CCC)(=O)O1)CC. The catalyst is C(OCC)(=O)C. The product is [Cl:19][C:20]1[CH:21]=[C:22]([NH:28][C:29](=[O:30])[CH2:31][CH:32]([CH3:37])[CH2:33][C:34]([NH:1][C:2]2[CH:3]=[C:4]3[C:9](=[CH:10][C:11]=2[F:12])[N:8]([CH2:13][CH3:14])[C:7](=[O:15])[N:6]([CH2:16][CH3:17])[C:5]3=[O:18])=[O:35])[CH:23]=[CH:24][C:25]=1[C:26]#[N:27]. The yield is 0.260. (7) The catalyst is CN(C)C=O. The reactants are Br[C:2]1[C:7]([CH2:8][N:9]2[C:17](=[O:18])[C:16]3[C:11](=[CH:12][CH:13]=[CH:14][CH:15]=3)[C:10]2=[O:19])=[C:6]([F:20])[C:5]([O:21][CH2:22][CH3:23])=[C:4]([O:24][CH2:25][CH3:26])[CH:3]=1.[Cu](C#N)[C:28]#[N:29]. The product is [C:28]([C:2]1[C:7]([CH2:8][N:9]2[C:10](=[O:19])[C:11]3[C:16](=[CH:15][CH:14]=[CH:13][CH:12]=3)[C:17]2=[O:18])=[C:6]([F:20])[C:5]([O:21][CH2:22][CH3:23])=[C:4]([O:24][CH2:25][CH3:26])[CH:3]=1)#[N:29]. The yield is 0.600.